Dataset: Forward reaction prediction with 1.9M reactions from USPTO patents (1976-2016). Task: Predict the product of the given reaction. (1) Given the reactants [CH3:1][N:2]1[CH2:7][C@@H:6]2[CH2:8][C@H:3]1[CH2:4][N:5]2[C:9]1[CH:14]=[CH:13][C:12]([N+:15]([O-])=O)=[CH:11][C:10]=1[CH3:18], predict the reaction product. The product is: [CH3:18][C:10]1[CH:11]=[C:12]([CH:13]=[CH:14][C:9]=1[N:5]1[CH2:4][C@@H:3]2[CH2:8][C@H:6]1[CH2:7][N:2]2[CH3:1])[NH2:15]. (2) Given the reactants [CH2:1]([O:4][C:5]1[CH:10]=[CH:9][C:8]([S:11][C:12]([CH3:23])([CH3:22])[C:13]([NH:15][CH:16]2[CH2:21][CH2:20][CH2:19][CH2:18][CH2:17]2)=[O:14])=[CH:7][CH:6]=1)[CH:2]=[CH2:3].B1C2CCCC1CCC2.[OH-:33].[Na+].OO.Cl, predict the reaction product. The product is: [CH:16]1([NH:15][C:13](=[O:14])[C:12]([S:11][C:8]2[CH:7]=[CH:6][C:5]([O:4][CH2:1][CH2:2][CH2:3][OH:33])=[CH:10][CH:9]=2)([CH3:23])[CH3:22])[CH2:21][CH2:20][CH2:19][CH2:18][CH2:17]1.